Task: Regression. Given two drug SMILES strings and cell line genomic features, predict the synergy score measuring deviation from expected non-interaction effect.. Dataset: NCI-60 drug combinations with 297,098 pairs across 59 cell lines (1) Drug 1: C1CN1P(=S)(N2CC2)N3CC3. Drug 2: CC1=C(N=C(N=C1N)C(CC(=O)N)NCC(C(=O)N)N)C(=O)NC(C(C2=CN=CN2)OC3C(C(C(C(O3)CO)O)O)OC4C(C(C(C(O4)CO)O)OC(=O)N)O)C(=O)NC(C)C(C(C)C(=O)NC(C(C)O)C(=O)NCCC5=NC(=CS5)C6=NC(=CS6)C(=O)NCCC[S+](C)C)O. Cell line: IGROV1. Synergy scores: CSS=20.0, Synergy_ZIP=0.349, Synergy_Bliss=-3.94, Synergy_Loewe=-0.369, Synergy_HSA=1.32. (2) Drug 1: C#CCC(CC1=CN=C2C(=N1)C(=NC(=N2)N)N)C3=CC=C(C=C3)C(=O)NC(CCC(=O)O)C(=O)O. Drug 2: C1C(C(OC1N2C=NC3=C2NC=NCC3O)CO)O. Cell line: HCT-15. Synergy scores: CSS=-9.30, Synergy_ZIP=14.8, Synergy_Bliss=21.6, Synergy_Loewe=-3.32, Synergy_HSA=-1.13. (3) Drug 1: CNC(=O)C1=CC=CC=C1SC2=CC3=C(C=C2)C(=NN3)C=CC4=CC=CC=N4. Drug 2: C#CCC(CC1=CN=C2C(=N1)C(=NC(=N2)N)N)C3=CC=C(C=C3)C(=O)NC(CCC(=O)O)C(=O)O. Cell line: SK-MEL-28. Synergy scores: CSS=-2.66, Synergy_ZIP=1.34, Synergy_Bliss=-2.49, Synergy_Loewe=-6.37, Synergy_HSA=-5.91. (4) Drug 1: CNC(=O)C1=NC=CC(=C1)OC2=CC=C(C=C2)NC(=O)NC3=CC(=C(C=C3)Cl)C(F)(F)F. Drug 2: N.N.Cl[Pt+2]Cl. Cell line: MCF7. Synergy scores: CSS=20.6, Synergy_ZIP=-8.21, Synergy_Bliss=0.401, Synergy_Loewe=-8.18, Synergy_HSA=-0.369.